Dataset: Full USPTO retrosynthesis dataset with 1.9M reactions from patents (1976-2016). Task: Predict the reactants needed to synthesize the given product. Given the product [CH2:1]([N:3]([CH2:31][C:32]1[CH:37]=[CH:36][C:35]([O:38][CH2:42][CH2:43][N:45]2[CH2:49][CH2:48][CH2:47][CH2:46]2)=[C:34]([F:39])[CH:33]=1)[C:4]1[CH:9]=[C:8]([O:10][CH3:11])[C:7]([O:12][CH3:13])=[CH:6][C:5]=1[CH:14]1[CH2:23][CH2:22][C:21]2[CH:20]=[C:19]([OH:24])[CH:18]=[CH:17][C:16]=2[CH2:15]1)[CH3:2], predict the reactants needed to synthesize it. The reactants are: [CH2:1]([N:3]([C:31](=O)[C:32]1[CH:37]=[CH:36][C:35]([OH:38])=[C:34]([F:39])[CH:33]=1)[C:4]1[CH:9]=[C:8]([O:10][CH3:11])[C:7]([O:12][CH3:13])=[CH:6][C:5]=1[CH:14]1[CH2:23][CH2:22][C:21]2[CH:20]=[C:19]([O:24]C(=O)C(C)(C)C)[CH:18]=[CH:17][C:16]=2[CH2:15]1)[CH3:2].Cl[CH2:42][C:43]([N:45]1[CH2:49][CH2:48][CH2:47][CH2:46]1)=O.